Dataset: Catalyst prediction with 721,799 reactions and 888 catalyst types from USPTO. Task: Predict which catalyst facilitates the given reaction. (1) Reactant: [Br:1][C:2]1[CH:3]=[C:4]([OH:11])[CH:5]=[CH:6][C:7]=1[N+:8]([O-:10])=[O:9].C(N(C(C)C)CC)(C)C.[CH3:21][O:22][CH2:23]Cl. The catalyst class is: 2. Product: [Br:1][C:2]1[CH:3]=[C:4]([O:11][CH2:21][O:22][CH3:23])[CH:5]=[CH:6][C:7]=1[N+:8]([O-:10])=[O:9]. (2) Reactant: [CH2:1]([N:3]1[C:11]2[C:6](=[N:7][CH:8]=[CH:9][CH:10]=2)[N:5]([C:12]2[CH:13]=[C:14]3[C:18](=[CH:19][CH:20]=2)[N:17](C(OC(C)(C)C)=O)[CH2:16][CH2:15]3)[C:4]1=[O:28])[CH3:2].Cl. Product: [NH:17]1[C:18]2[C:14](=[CH:13][C:12]([N:5]3[C:6]4=[N:7][CH:8]=[CH:9][CH:10]=[C:11]4[N:3]([CH2:1][CH3:2])[C:4]3=[O:28])=[CH:20][CH:19]=2)[CH2:15][CH2:16]1. The catalyst class is: 25. (3) Reactant: [OH:1][C:2]1[CH:9]=[CH:8][C:5]([CH:6]=[O:7])=[CH:4][CH:3]=1.C(=O)([O-])[O-].[K+].[K+].CC1C=CC(S(O[CH2:27][C:28]([F:34])([F:33])[C:29]([F:32])([F:31])[F:30])(=O)=O)=CC=1. Product: [F:33][C:28]([F:34])([C:29]([F:32])([F:31])[F:30])[CH2:27][O:1][C:2]1[CH:9]=[CH:8][C:5]([CH:6]=[O:7])=[CH:4][CH:3]=1. The catalyst class is: 39. (4) Reactant: [CH2:1]([C@H:8]1[N:13]([C:14]([C:16]2[C:20]([C:21]3[CH:26]=[CH:25][CH:24]=[CH:23][CH:22]=3)=[C:19]([C:27]3[CH:32]=[CH:31][CH:30]=[CH:29][CH:28]=3)[N:18]([CH2:33][C:34]([O:36]CC)=[O:35])[N:17]=2)=[O:15])[CH2:12][CH2:11][N:10]([C:39]([O:41][C:42]([CH3:45])([CH3:44])[CH3:43])=[O:40])[CH2:9]1)[C:2]1[CH:7]=[CH:6][CH:5]=[CH:4][CH:3]=1.[OH-].[Na+].Cl. The catalyst class is: 8. Product: [CH2:1]([C@@H:8]1[CH2:9][N:10]([C:39]([O:41][C:42]([CH3:45])([CH3:43])[CH3:44])=[O:40])[CH2:11][CH2:12][N:13]1[C:14]([C:16]1[C:20]([C:21]2[CH:22]=[CH:23][CH:24]=[CH:25][CH:26]=2)=[C:19]([C:27]2[CH:28]=[CH:29][CH:30]=[CH:31][CH:32]=2)[N:18]([CH2:33][C:34]([OH:36])=[O:35])[N:17]=1)=[O:15])[C:2]1[CH:7]=[CH:6][CH:5]=[CH:4][CH:3]=1. (5) The catalyst class is: 472. Product: [ClH:33].[NH2:8][C:9]1[C:10]([C:29](=[O:32])[CH2:30][CH3:31])=[CH:11][CH:12]=[C:13]([NH:15][CH:16]2[CH2:21][CH2:20][CH2:19][NH:18][CH2:17]2)[N:14]=1. Reactant: C(OC([NH:8][C:9]1[N:14]=[C:13]([NH:15][CH:16]2[CH2:21][CH2:20][CH2:19][N:18](C(OC(C)(C)C)=O)[CH2:17]2)[CH:12]=[CH:11][C:10]=1[C:29](=[O:32])[CH2:30][CH3:31])=O)(C)(C)C.[ClH:33]. (6) Reactant: [CH3:1][O:2][C:3]([C:5]1[C:9]([N+:10]([O-:12])=[O:11])=[CH:8][NH:7][N:6]=1)=[O:4].C([O-])([O-])=O.[K+].[K+].[CH3:19][O:20][C:21]1[CH:28]=[CH:27][C:24]([CH2:25]Cl)=[CH:23][CH:22]=1. Product: [CH3:1][O:2][C:3]([C:5]1[C:9]([N+:10]([O-:12])=[O:11])=[CH:8][N:7]([CH2:25][C:24]2[CH:27]=[CH:28][C:21]([O:20][CH3:19])=[CH:22][CH:23]=2)[N:6]=1)=[O:4]. The catalyst class is: 23. (7) Reactant: C(OC(=O)[N:7]([C:13]1[CH:14]=[N:15][CH:16]=[CH:17][C:18]=1[C:19]1[CH:24]=[CH:23][CH:22]=[CH:21][C:20]=1[Cl:25])[CH2:8][C:9]([F:12])([F:11])[F:10])(C)(C)C.C(O)(C(F)(F)F)=O. Product: [Cl:25][C:20]1[CH:21]=[CH:22][CH:23]=[CH:24][C:19]=1[C:18]1[CH:17]=[CH:16][N:15]=[CH:14][C:13]=1[NH:7][CH2:8][C:9]([F:12])([F:10])[F:11]. The catalyst class is: 2.